This data is from CYP3A4 inhibition data for predicting drug metabolism from PubChem BioAssay. The task is: Regression/Classification. Given a drug SMILES string, predict its absorption, distribution, metabolism, or excretion properties. Task type varies by dataset: regression for continuous measurements (e.g., permeability, clearance, half-life) or binary classification for categorical outcomes (e.g., BBB penetration, CYP inhibition). Dataset: cyp3a4_veith. (1) The drug is CC(C)CC(C(=O)NCC1CCCO1)N(C(=O)Cn1nnc(-c2ccc(F)cc2)n1)c1cccc(C(F)(F)F)c1. The result is 1 (inhibitor). (2) The drug is OCCOCCN1CCN([C@@H](c2ccccc2)c2ccc(Cl)cc2)CC1. The result is 0 (non-inhibitor). (3) The molecule is CC(C)C(NC(=O)C12CC3CC(CC(C3)C1)C2)C(=O)NC1=NCCS1. The result is 1 (inhibitor). (4) The compound is O=C(O)c1cc(C(=O)O)nc(C(=O)O)c1. The result is 0 (non-inhibitor). (5) The drug is CC(C)Cn1cnc2c(SCc3ccc(Cl)cc3Cl)nc(N)nc21. The result is 1 (inhibitor). (6) The compound is COc1cccc(N2CCN(C(=O)Nc3ccc4c(c3)NC(=O)CO4)CC2)c1. The result is 0 (non-inhibitor). (7) The drug is COc1ncc2nc(-c3ccccc3)c(=O)n(-c3ccccc3)c2n1. The result is 0 (non-inhibitor).